From a dataset of Reaction yield outcomes from USPTO patents with 853,638 reactions. Predict the reaction yield, written as a fraction of the theoretical maximum amount of product (1.0 means a 100% yield; for example, 0.34 means a 34% yield). The reactants are N[C:2]1[C:11]([CH3:12])=[CH:10][CH:9]=[C:8]2[C:3]=1[CH:4]=[CH:5][NH:6][C:7]2=[O:13].N([O-])=[O:15].[Na+]. The catalyst is S(=O)(=O)(O)O.O. The product is [OH:15][C:2]1[C:11]([CH3:12])=[CH:10][CH:9]=[C:8]2[C:3]=1[CH:4]=[CH:5][NH:6][C:7]2=[O:13]. The yield is 0.855.